This data is from NCI-60 drug combinations with 297,098 pairs across 59 cell lines. The task is: Regression. Given two drug SMILES strings and cell line genomic features, predict the synergy score measuring deviation from expected non-interaction effect. (1) Drug 1: CS(=O)(=O)CCNCC1=CC=C(O1)C2=CC3=C(C=C2)N=CN=C3NC4=CC(=C(C=C4)OCC5=CC(=CC=C5)F)Cl. Drug 2: CS(=O)(=O)OCCCCOS(=O)(=O)C. Cell line: ACHN. Synergy scores: CSS=25.4, Synergy_ZIP=-11.6, Synergy_Bliss=-1.89, Synergy_Loewe=-15.3, Synergy_HSA=-1.45. (2) Drug 2: C1=CC(=CC=C1CC(C(=O)O)N)N(CCCl)CCCl.Cl. Synergy scores: CSS=31.2, Synergy_ZIP=-10.3, Synergy_Bliss=-2.04, Synergy_Loewe=-23.2, Synergy_HSA=0.115. Cell line: OVCAR-5. Drug 1: C1CN1C2=NC(=NC(=N2)N3CC3)N4CC4.